Dataset: Catalyst prediction with 721,799 reactions and 888 catalyst types from USPTO. Task: Predict which catalyst facilitates the given reaction. (1) Reactant: [NH2:1][C:2]1[N:7]=[C:6]([N:8]2[C:16]3[C:11](=[CH:12][CH:13]=[C:14]([C:17]#[C:18][Si](C)(C)C)[CH:15]=3)[C:10]([C:23]([N:25]([CH3:27])[CH3:26])=[O:24])=[N:9]2)[CH:5]=[CH:4][N:3]=1.C([O-])([O-])=O.[K+].[K+]. Product: [NH2:1][C:2]1[N:7]=[C:6]([N:8]2[C:16]3[C:11](=[CH:12][CH:13]=[C:14]([C:17]#[CH:18])[CH:15]=3)[C:10]([C:23]([N:25]([CH3:27])[CH3:26])=[O:24])=[N:9]2)[CH:5]=[CH:4][N:3]=1. The catalyst class is: 100. (2) Product: [CH2:36]([O:35][C:33](=[O:34])[N:43]([CH:44]([C:46](=[O:47])[NH:22][CH:17]([C:16]([N:13]1[CH2:14][CH2:15][CH:8]2[N:7]([C:5](=[O:6])[NH:4][CH:1]([CH3:3])[CH3:2])[CH2:11][CH:10]([OH:12])[CH:9]12)=[O:23])[C:18]([CH3:21])([CH3:20])[CH3:19])[CH3:45])[CH3:49])[C:37]1[CH:42]=[CH:41][CH:40]=[CH:39][CH:38]=1. Reactant: [CH:1]([NH:4][C:5]([N:7]1[CH2:11][CH:10]([OH:12])[CH:9]2[N:13]([C:16](=[O:23])[CH:17]([NH2:22])[C:18]([CH3:21])([CH3:20])[CH3:19])[CH2:14][CH2:15][CH:8]12)=[O:6])([CH3:3])[CH3:2].CCN(C(C)C)C(C)C.[C:33]([N:43]([CH3:49])[C@H:44]([C:46](O)=[O:47])[CH3:45])([O:35][CH2:36][C:37]1[CH:42]=[CH:41][CH:40]=[CH:39][CH:38]=1)=[O:34].CN(C(ON1N=NC2C=CC=NC1=2)=[N+](C)C)C.F[P-](F)(F)(F)(F)F.CN(C(ON1N=NC2C=CC=NC1=2)=[N+](C)C)C.F[P-](F)(F)(F)(F)F.C(N(C)[C@H](C(O)=O)C)(OCC1C=CC=CC=1)=O. The catalyst class is: 179. (3) Reactant: [CH2:1]([N:5]([CH2:43][CH:44]([CH3:46])[CH3:45])[C:6]1[CH:11]=[CH:10][C:9]([C:12]2[CH:17]=[CH:16][CH:15]=[CH:14][C:13]=2[C:18]2[N:19]=[N:20][N:21](C(C3C=CC=CC=3)(C3C=CC=CC=3)C3C=CC=CC=3)[N:22]=2)=[CH:8][C:7]=1[NH2:42])[CH:2]([CH3:4])[CH3:3].[Br:47][C:48]1[CH:53]=[CH:52][C:51]([N:54]=[C:55]=[O:56])=[C:50]([F:57])[CH:49]=1.Cl.CN(C=O)C. Product: [Br:47][C:48]1[CH:53]=[CH:52][C:51]([NH:54][C:55]([NH:42][C:7]2[CH:8]=[C:9]([C:12]3[CH:17]=[CH:16][CH:15]=[CH:14][C:13]=3[C:18]3[NH:19][N:20]=[N:21][N:22]=3)[CH:10]=[CH:11][C:6]=2[N:5]([CH2:43][CH:44]([CH3:46])[CH3:45])[CH2:1][CH:2]([CH3:4])[CH3:3])=[O:56])=[C:50]([F:57])[CH:49]=1. The catalyst class is: 242. (4) Reactant: [Br:1][C:2]1[CH:3]=[C:4]2[C:9](=[CH:10][N:11]=1)[N:8]([C@H:12]1[CH2:17][CH2:16][CH2:15][N:14](C(OC(C)(C)C)=O)[CH2:13]1)[CH:7]=[C:6]([C:25]([O:27][CH2:28][CH3:29])=[O:26])[C:5]2=[O:30].[ClH:31]. The catalyst class is: 4. Product: [ClH:31].[Br:1][C:2]1[CH:3]=[C:4]2[C:9](=[CH:10][N:11]=1)[N:8]([C@H:12]1[CH2:17][CH2:16][CH2:15][NH:14][CH2:13]1)[CH:7]=[C:6]([C:25]([O:27][CH2:28][CH3:29])=[O:26])[C:5]2=[O:30]. (5) Reactant: [F:1][C:2]1[CH:3]=[C:4]([CH:9]=[CH:10][C:11]=1[C:12]1[C:16]2=[N:17][CH:18]=[CH:19][CH:20]=[C:15]2[NH:14][N:13]=1)[C:5]([O:7]C)=[O:6].O.[OH-].[Na+].Cl. Product: [F:1][C:2]1[CH:3]=[C:4]([CH:9]=[CH:10][C:11]=1[C:12]1[C:16]2=[N:17][CH:18]=[CH:19][CH:20]=[C:15]2[NH:14][N:13]=1)[C:5]([OH:7])=[O:6]. The catalyst class is: 5. (6) Product: [NH2:7][C:6]1[CH:13]=[CH:14][C:3]([O:2][CH3:1])=[CH:4][C:5]=1[C:10]([NH:23][C:22]1[CH:24]=[CH:25][C:19]([CH:15]([CH2:17][CH3:18])[CH3:16])=[CH:20][CH:21]=1)=[O:11]. The catalyst class is: 3. Reactant: [CH3:1][O:2][C:3]1[CH:14]=[CH:13][C:6]2[NH:7]C(=O)O[C:10](=[O:11])[C:5]=2[CH:4]=1.[CH:15]([C:19]1[CH:25]=[CH:24][C:22]([NH2:23])=[CH:21][CH:20]=1)([CH2:17][CH3:18])[CH3:16].